Dataset: Full USPTO retrosynthesis dataset with 1.9M reactions from patents (1976-2016). Task: Predict the reactants needed to synthesize the given product. (1) Given the product [Cl:1][C:2]1[C:7]([O:8][CH3:9])=[CH:6][C:5]([O:10][CH3:11])=[C:4]([F:12])[C:3]=1[N:13]1[CH2:18][C:17]2[CH:19]=[N:20][C:21]3[NH:25][C:24](=[O:32])[CH2:23][C:22]=3[C:16]=2[N:15]([CH2:26][CH3:27])[C:14]1=[O:28], predict the reactants needed to synthesize it. The reactants are: [Cl:1][C:2]1[C:7]([O:8][CH3:9])=[CH:6][C:5]([O:10][CH3:11])=[C:4]([F:12])[C:3]=1[N:13]1[CH2:18][C:17]2[CH:19]=[N:20][C:21]3[NH:25][CH:24]=[CH:23][C:22]=3[C:16]=2[N:15]([CH2:26][CH3:27])[C:14]1=[O:28].C([OH:32])(C)C.O.[Br-].[Br-].[Br-].[NH+]1C=CC=CC=1.[NH+]1C=CC=CC=1.[NH+]1C=CC=CC=1.C(O)(=O)C. (2) Given the product [Cl:11][C:8]1[CH:7]=[C:3]2[C:2](=[CH:10][CH:9]=1)[N:1]=[C:15]([C:14]1[CH:18]=[CH:19][CH:20]=[CH:21][C:13]=1[F:12])[N:6]=[C:4]2[N:22]1[CH2:26][CH2:25][CH2:24][CH2:23]1, predict the reactants needed to synthesize it. The reactants are: [NH2:1][C:2]1[CH:10]=[CH:9][C:8]([Cl:11])=[CH:7][C:3]=1[C:4]([NH2:6])=O.[F:12][C:13]1[CH:21]=[CH:20][CH:19]=[CH:18][C:14]=1[C:15](Cl)=O.[NH:22]1[CH2:26][CH2:25][CH2:24][CH2:23]1. (3) The reactants are: [NH2:1][C:2]1[N:6]([C:7]2[CH:12]=CC=C[CH:8]=2)[N:5]=[CH:4][C:3]=1[C:13]([NH2:15])=[O:14].C(O[C:21]([NH:23][CH:24]([C:30]1[CH:35]=[CH:34][CH:33]=[CH:32][CH:31]=1)[C:25](OCC)=O)=O)(C)(C)C.[C:36](OC(NCC(OCC)=O)=O)(C)(C)[CH3:37]. Given the product [CH:7]([N:6]1[C:2]2[N:1]=[C:25]3[CH:24]([C:30]4[CH:31]=[CH:32][CH:33]=[CH:34][CH:35]=4)[N:23]([CH3:21])[CH2:37][CH2:36][N:15]3[C:13](=[O:14])[C:3]=2[CH:4]=[N:5]1)([CH3:8])[CH3:12], predict the reactants needed to synthesize it.